This data is from Catalyst prediction with 721,799 reactions and 888 catalyst types from USPTO. The task is: Predict which catalyst facilitates the given reaction. (1) Reactant: [CH:1]1[C:6](=[O:7])[C:5]([OH:8])=[CH:4][O:3][C:2]=1[CH2:9][OH:10].[OH-].[Na+].[CH2:13](Cl)[C:14]1[CH:19]=[CH:18][CH:17]=[CH:16][CH:15]=1. Product: [CH2:13]([O:8][C:5]1[C:6](=[O:7])[CH:1]=[C:2]([CH2:9][OH:10])[O:3][CH:4]=1)[C:14]1[CH:19]=[CH:18][CH:17]=[CH:16][CH:15]=1. The catalyst class is: 24. (2) Product: [CH2:31]([C:35]1[CH:36]=[CH:37][C:38]([CH2:41][NH:20][CH2:19][C:16]2[CH:15]=[CH:14][C:13]([CH2:12][N:11]([CH2:10][C:2]3[NH:3][C:4]4[CH:9]=[CH:8][CH:7]=[CH:6][C:5]=4[N:1]=3)[CH:21]3[C:30]4[N:29]=[CH:28][CH:27]=[CH:26][C:25]=4[CH2:24][CH2:23][CH2:22]3)=[CH:18][CH:17]=2)=[N:39][CH:40]=1)[CH2:32][CH2:33][CH3:34]. The catalyst class is: 2. Reactant: [NH:1]1[C:5]2[CH:6]=[CH:7][CH:8]=[CH:9][C:4]=2[N:3]=[C:2]1[CH2:10][N:11]([CH:21]1[C:30]2[N:29]=[CH:28][CH:27]=[CH:26][C:25]=2[CH2:24][CH2:23][CH2:22]1)[CH2:12][C:13]1[CH:18]=[CH:17][C:16]([CH2:19][NH2:20])=[CH:15][CH:14]=1.[CH2:31]([C:35]1[CH:36]=[CH:37][C:38]([CH:41]=O)=[N:39][CH:40]=1)[CH2:32][CH2:33][CH3:34].[BH-](OC(C)=O)(OC(C)=O)OC(C)=O.[Na+]. (3) Reactant: [CH2:1]([N:5]1[C:13]2[C:8](=[CH:9][CH:10]=[C:11]([C:14]([OH:16])=O)[CH:12]=2)[CH:7]=[N:6]1)[CH2:2][CH2:3][CH3:4].C1C=CC2N(O)N=NC=2C=1.CN(C(ON1N=NC2C=CC=NC1=2)=[N+](C)C)C.F[P-](F)(F)(F)(F)F.[NH2:51][C@@H:52]([CH2:66][C:67]1[CH:72]=[C:71]([F:73])[CH:70]=[C:69]([F:74])[CH:68]=1)[C@H:53]([OH:65])[CH2:54][NH:55][CH2:56][C:57]1[CH:62]=[CH:61][CH:60]=[C:59]([CH2:63][CH3:64])[CH:58]=1. Product: [CH2:1]([N:5]1[C:13]2[C:8](=[CH:9][CH:10]=[C:11]([C:14]([NH:51][C@@H:52]([CH2:66][C:67]3[CH:68]=[C:69]([F:74])[CH:70]=[C:71]([F:73])[CH:72]=3)[C@H:53]([OH:65])[CH2:54][NH:55][CH2:56][C:57]3[CH:62]=[CH:61][CH:60]=[C:59]([CH2:63][CH3:64])[CH:58]=3)=[O:16])[CH:12]=2)[CH:7]=[N:6]1)[CH2:2][CH2:3][CH3:4]. The catalyst class is: 347. (4) Reactant: ClC1C=CC([C:8]2[C:9]([F:20])=[C:10]([S:16]([O-:19])(=[O:18])=O)[CH:11]=[C:12]([F:15])[C:13]=2F)=CC=1.[C:21](=[O:24])([O-])[O-].[K+].[K+].[Cl:27][C:28]1[CH:33]=[CH:32][C:31]([OH:34])=[C:30]([C:35]2[N:40]3[CH:41]=[CH:42][N:43]=[C:39]3[CH:38]=[CH:37][CH:36]=2)[CH:29]=1. Product: [Cl:27][C:28]1[CH:33]=[CH:32][C:31]([O:34][C:13]2[C:12]([F:15])=[CH:11][C:10]([S:16]([O:24][C:21]3[CH:32]=[CH:33][C:28]([Cl:27])=[CH:29][CH:30]=3)(=[O:18])=[O:19])=[C:9]([F:20])[CH:8]=2)=[C:30]([C:35]2[N:40]3[CH:41]=[CH:42][N:43]=[C:39]3[CH:38]=[CH:37][CH:36]=2)[CH:29]=1. The catalyst class is: 829. (5) Reactant: N1C2C=[CH:7][CH:8]=[CH:9][C:4]=2[N:3]=N1.OCCN1CCN(C2C=CC([C:25]3[NH:34][C:33](=O)[C:32]4[C:27](=[CH:28][C:29](OC)=[CH:30][C:31]=4OC)[N:26]=3)=CC=2)CC1.C=O. Product: [N:3]1([CH2:33][N:34]2[C:32]3[CH:31]=[CH:30][CH:29]=[CH:28][C:27]=3[N:26]=[CH:25]2)[CH2:4][CH2:9][CH2:8][CH2:7]1. The catalyst class is: 6. (6) Product: [Cl:1][C:2]1[CH:3]=[C:4]([NH:17][C:18]2[C:27]3[C:22](=[CH:23][CH:24]=[C:25]([C:28]4[O:29][C:30]([CH2:33][NH:35][CH2:36][CH:37]([OH:43])[CH2:38][CH2:39][CH2:40][CH2:41][OH:42])=[CH:31][CH:32]=4)[CH:26]=3)[N:21]=[CH:20][N:19]=2)[CH:5]=[CH:6][C:7]=1[O:8][CH2:9][C:10]1[CH:15]=[CH:14][CH:13]=[C:12]([F:16])[CH:11]=1. The catalyst class is: 7. Reactant: [Cl:1][C:2]1[CH:3]=[C:4]([NH:17][C:18]2[C:27]3[C:22](=[CH:23][CH:24]=[C:25]([C:28]4[O:29][C:30]([CH:33]=O)=[CH:31][CH:32]=4)[CH:26]=3)[N:21]=[CH:20][N:19]=2)[CH:5]=[CH:6][C:7]=1[O:8][CH2:9][C:10]1[CH:15]=[CH:14][CH:13]=[C:12]([F:16])[CH:11]=1.[NH2:35][CH2:36][CH:37]([OH:43])[CH2:38][CH2:39][CH2:40][CH2:41][OH:42].C(O[BH-](OC(=O)C)OC(=O)C)(=O)C.[Na+].C(=O)([O-])[O-].[Na+].[Na+]. (7) Reactant: [N:1]1([S:11]([C:14]2[CH:15]=[C:16]([N:20]3[C:29](=[O:30])[C:28]4[C:27]([C:31](O)=[O:32])=[CH:26][CH:25]=[CH:24][C:23]=4[NH:22][C:21]3=[O:34])[CH:17]=[CH:18][CH:19]=2)(=[O:13])=[O:12])[C:10]2[C:5](=[CH:6][CH:7]=[CH:8][CH:9]=2)[CH2:4][CH2:3][CH2:2]1.[CH2:35]([NH2:38])[CH2:36][NH2:37].ON1C2C=CC=CC=2N=N1.C(N(CC)C(C)C)(C)C.Cl.C(N=C=NCCCN(C)C)C. Product: [NH2:37][CH2:36][CH2:35][NH:38][C:31]([C:27]1[C:28]2[C:29](=[O:30])[N:20]([C:16]3[CH:17]=[CH:18][CH:19]=[C:14]([S:11]([N:1]4[C:10]5[C:5](=[CH:6][CH:7]=[CH:8][CH:9]=5)[CH2:4][CH2:3][CH2:2]4)(=[O:13])=[O:12])[CH:15]=3)[C:21](=[O:34])[NH:22][C:23]=2[CH:24]=[CH:25][CH:26]=1)=[O:32]. The catalyst class is: 20.